Dataset: Forward reaction prediction with 1.9M reactions from USPTO patents (1976-2016). Task: Predict the product of the given reaction. (1) The product is: [C:12]1([C:11]2[S:18][CH:2]=[C:3]([CH2:4][C:5]([O:7][CH2:8][CH3:9])=[O:6])[N:19]=2)[CH:17]=[CH:16][CH:15]=[CH:14][CH:13]=1. Given the reactants Cl[CH2:2][C:3](=O)[CH2:4][C:5]([O:7][CH2:8][CH3:9])=[O:6].[C:11]([NH2:19])(=[S:18])[C:12]1[CH:17]=[CH:16][CH:15]=[CH:14][CH:13]=1, predict the reaction product. (2) The product is: [C:1]([C:5]1[CH:6]=[CH:7][C:8]([S:11]([N:14]([CH2:24][C:25](=[O:27])[N:30]([CH2:31][CH3:32])[CH2:28][CH3:29])[C:15]2[CH:20]=[CH:19][CH:18]=[CH:17][C:16]=2[C:21]([NH2:22])=[O:23])(=[O:13])=[O:12])=[CH:9][CH:10]=1)([CH3:2])([CH3:4])[CH3:3]. Given the reactants [C:1]([C:5]1[CH:10]=[CH:9][C:8]([S:11]([N:14]([CH2:24][C:25]([OH:27])=O)[C:15]2[CH:20]=[CH:19][CH:18]=[CH:17][C:16]=2[C:21](=[O:23])[NH2:22])(=[O:13])=[O:12])=[CH:7][CH:6]=1)([CH3:4])([CH3:3])[CH3:2].[CH2:28]([NH:30][CH2:31][CH3:32])[CH3:29], predict the reaction product. (3) Given the reactants O1CCCC1.[Br:6][C:7]1[CH:46]=[CH:45][C:10]([CH2:11][N:12]2[C:18]3[CH:19]=[CH:20][CH:21]=[CH:22][C:17]=3[N:16]([C:23]3[CH:28]=[CH:27][C:26]([CH2:29][NH:30][C:31]([O:33][C:34]([CH3:37])([CH3:36])[CH3:35])=[O:32])=[CH:25][CH:24]=3)[C:15](=[O:38])[CH:14]([CH2:39][C:40]([O:42]C)=[O:41])[C:13]2=[O:44])=[CH:9][CH:8]=1.[OH-].[Na+].S([O-])(O)(=O)=O.[K+], predict the reaction product. The product is: [Br:6][C:7]1[CH:46]=[CH:45][C:10]([CH2:11][N:12]2[C:18]3[CH:19]=[CH:20][CH:21]=[CH:22][C:17]=3[N:16]([C:23]3[CH:28]=[CH:27][C:26]([CH2:29][NH:30][C:31]([O:33][C:34]([CH3:36])([CH3:37])[CH3:35])=[O:32])=[CH:25][CH:24]=3)[C:15](=[O:38])[CH:14]([CH2:39][C:40]([OH:42])=[O:41])[C:13]2=[O:44])=[CH:9][CH:8]=1. (4) Given the reactants [CH:1]1([C:4]2[CH:5]=[N:6][C:7]([N:14]([C:21]3[CH:22]=[C:23]4[C:27](=[CH:28][CH:29]=3)[NH:26][CH:25]=[CH:24]4)[C:15](=[O:20])[C:16]([F:19])([F:18])[F:17])=[C:8]([CH:13]=2)[C:9]([O:11][CH3:12])=[O:10])[CH2:3][CH2:2]1.[H-].[Na+].[F:32][C:33]1[CH:34]=[C:35]([CH:38]=[CH:39][CH:40]=1)[CH2:36]Br.C(OCC)(=O)C, predict the reaction product. The product is: [CH:1]1([C:4]2[CH:5]=[N:6][C:7]([N:14]([C:21]3[CH:22]=[C:23]4[C:27](=[CH:28][CH:29]=3)[N:26]([CH2:36][C:35]3[CH:38]=[CH:39][CH:40]=[C:33]([F:32])[CH:34]=3)[CH:25]=[CH:24]4)[C:15](=[O:20])[C:16]([F:17])([F:19])[F:18])=[C:8]([CH:13]=2)[C:9]([O:11][CH3:12])=[O:10])[CH2:3][CH2:2]1. (5) Given the reactants [NH2:1]N.C[N:4](C)/[CH:5]=[CH:6]/[C:7]([C:9]1[CH:14]=[CH:13][C:12]([O:15][CH2:16][C:17]2[CH:26]=[CH:25][C:24]3[C:19](=[CH:20][CH:21]=[C:22]([F:27])[CH:23]=3)[N:18]=2)=[CH:11][C:10]=1[CH:28]([C:33]1[CH:38]=[CH:37][CH:36]=[CH:35][CH:34]=1)[C:29]([CH3:32])([CH3:31])[CH3:30])=O, predict the reaction product. The product is: [CH3:30][C:29]([CH3:31])([CH3:32])[CH:28]([C:10]1[CH:11]=[C:12]([CH:13]=[CH:14][C:9]=1[C:7]1[CH:6]=[CH:5][NH:4][N:1]=1)[O:15][CH2:16][C:17]1[CH:26]=[CH:25][C:24]2[C:19](=[CH:20][CH:21]=[C:22]([F:27])[CH:23]=2)[N:18]=1)[C:33]1[CH:38]=[CH:37][CH:36]=[CH:35][CH:34]=1. (6) Given the reactants [C:1]([NH:8][C@H:9]([C:24]([OH:26])=[O:25])[CH2:10][CH2:11][CH2:12][NH:13][C:14](OCC1C=CC=CC=1)=[O:15])([O:3][C:4]([CH3:7])([CH3:6])[CH3:5])=[O:2].[H][H].[F:29][C:30]([F:37])([F:36])C(OCC)=O.CCN(CC)CC, predict the reaction product. The product is: [C:1]([NH:8][C@H:9]([C:24]([OH:26])=[O:25])[CH2:10][CH2:11][CH2:12][NH:13][C:14]([C:30]([F:37])([F:36])[F:29])=[O:15])([O:3][C:4]([CH3:7])([CH3:6])[CH3:5])=[O:2]. (7) Given the reactants [Li+].CC([N-]C(C)C)C.CO[C:11](=[O:28])[C:12]1[CH:17]=[CH:16][C:15]([C:18]#[N:19])=[C:14]([C:20]2[C:21]([CH3:27])=[N:22][N:23]([CH3:26])[C:24]=2[CH3:25])[CH:13]=1.CN(C[N:33]1[C:37]2=[N:38][C:39]([N:42]3[CH2:47][CH2:46][CH:45]([N:48]([CH3:50])[CH3:49])[CH2:44][CH2:43]3)=[CH:40][CH:41]=[C:36]2[N:35]=[CH:34]1)C, predict the reaction product. The product is: [CH3:49][N:48]([CH3:50])[CH:45]1[CH2:46][CH2:47][N:42]([C:39]2[N:38]=[C:37]3[NH:33][C:34]([C:11]([C:12]4[CH:17]=[CH:16][C:15]([C:18]#[N:19])=[C:14]([C:20]5[C:21]([CH3:27])=[N:22][N:23]([CH3:26])[C:24]=5[CH3:25])[CH:13]=4)=[O:28])=[N:35][C:36]3=[CH:41][CH:40]=2)[CH2:43][CH2:44]1. (8) Given the reactants [CH3:1][C:2]1[CH:7]=[C:6](C)[N:5]=[C:4](/C=C/C2C3C(=CC(NC4N=CC=CC=4C(NCC#CCO)=O)=CC=3)NN=2)[CH:3]=1.[N+:35]([C:38]1[CH:46]=[C:45]2[C:41]([C:42]([CH:53]=[CH2:54])=[N:43][N:44]2[CH:47]2[CH2:52][CH2:51][CH2:50][CH2:49][O:48]2)=[CH:40][CH:39]=1)([O-:37])=[O:36].CC1C=CC=CC=1P(C1C=CC=CC=1C)C1C=CC=CC=1C.CCN(C(C)C)C(C)C, predict the reaction product. The product is: [CH3:1][C:2]1[CH:7]=[CH:6][N:5]=[C:4]([CH:54]=[CH:53][C:42]2[C:41]3[C:45](=[CH:46][C:38]([N+:35]([O-:37])=[O:36])=[CH:39][CH:40]=3)[N:44]([CH:47]3[CH2:52][CH2:51][CH2:50][CH2:49][O:48]3)[N:43]=2)[CH:3]=1.